Predict the product of the given reaction. From a dataset of Forward reaction prediction with 1.9M reactions from USPTO patents (1976-2016). The product is: [CH2:15]([O:14][C:11](=[O:13])[CH2:12][C:18]1[S:19][C:20]2[CH:26]=[C:25]([C:27]([O:29][C:30]([CH3:33])([CH3:32])[CH3:31])=[O:28])[CH:24]=[CH:23][C:21]=2[N:22]=1)[CH3:16]. Given the reactants C[Si]([N-][Si](C)(C)C)(C)C.[Na+].[C:11]([O:14][CH2:15][CH3:16])(=[O:13])[CH3:12].Cl[C:18]1[S:19][C:20]2[CH:26]=[C:25]([C:27]([O:29][C:30]([CH3:33])([CH3:32])[CH3:31])=[O:28])[CH:24]=[CH:23][C:21]=2[N:22]=1.Cl, predict the reaction product.